Dataset: Full USPTO retrosynthesis dataset with 1.9M reactions from patents (1976-2016). Task: Predict the reactants needed to synthesize the given product. (1) Given the product [Br:8][C:7]1[C:2]([N:1]=[CH:24][N:25]([CH3:27])[CH3:26])=[N:3][C:4]([N:9]2[CH2:10][CH2:11][N:12]([C:15]([O:17][C:18]([CH3:21])([CH3:20])[CH3:19])=[O:16])[CH2:13][CH2:14]2)=[N:5][CH:6]=1, predict the reactants needed to synthesize it. The reactants are: [NH2:1][C:2]1[C:7]([Br:8])=[CH:6][N:5]=[C:4]([N:9]2[CH2:14][CH2:13][N:12]([C:15]([O:17][C:18]([CH3:21])([CH3:20])[CH3:19])=[O:16])[CH2:11][CH2:10]2)[N:3]=1.CO[CH:24](OC)[N:25]([CH3:27])[CH3:26]. (2) The reactants are: Br[C:2]1[S:3][C:4]([S:17]([N:20]2[CH2:25][CH2:24][CH:23]([O:26][CH3:27])[CH2:22][CH2:21]2)(=[O:19])=[O:18])=[CH:5][C:6]=1[C:7]1[S:11][C:10]([NH:12][C:13](=[O:15])[CH3:14])=[N:9][C:8]=1[CH3:16].C([Li])CCC. Given the product [CH3:27][O:26][CH:23]1[CH2:22][CH2:21][N:20]([S:17]([C:4]2[S:3][CH:2]=[C:6]([C:7]3[S:11][C:10]([NH:12][C:13](=[O:15])[CH3:14])=[N:9][C:8]=3[CH3:16])[CH:5]=2)(=[O:18])=[O:19])[CH2:25][CH2:24]1, predict the reactants needed to synthesize it. (3) Given the product [OH:25][C:26]1[CH:31]=[CH:30][C:29]([N:32]2[C:5]([C:7]3[C:12](=[O:13])[CH:11]=[CH:10][N:9]([C:14]4[CH:19]=[CH:18][CH:17]=[C:16]([S:20]([CH3:23])(=[O:22])=[O:21])[CH:15]=4)[N:8]=3)=[CH:4][CH:3]=[N:2]2)=[CH:28][CH:27]=1, predict the reactants needed to synthesize it. The reactants are: C[N:2](C)/[CH:3]=[CH:4]/[C:5]([C:7]1[C:12](=[O:13])[CH:11]=[CH:10][N:9]([C:14]2[CH:19]=[CH:18][CH:17]=[C:16]([S:20]([CH3:23])(=[O:22])=[O:21])[CH:15]=2)[N:8]=1)=O.[OH:25][C:26]1[CH:31]=[CH:30][C:29]([NH:32]N)=[CH:28][CH:27]=1.